Predict the reactants needed to synthesize the given product. From a dataset of Full USPTO retrosynthesis dataset with 1.9M reactions from patents (1976-2016). (1) Given the product [F:13][CH:12]([F:14])[C:11]1[N:3]([CH3:17])[N:2]=[CH:9][CH:10]=1, predict the reactants needed to synthesize it. The reactants are: O.[NH2:2][NH2:3].C(O[CH:9]=[CH:10][C:11](=O)[C:12](Cl)([F:14])[F:13])CCC.[CH2:17](O)C. (2) Given the product [C:25]([O:24][C:22](=[O:23])[N:10]([C@@H:8]1[CH2:9][C@H:7]1[C:5]1[N:6]=[C:2]([Br:1])[S:3][CH:4]=1)[CH2:11][CH:12]1[CH2:13][CH2:14]1)([CH3:28])([CH3:27])[CH3:26], predict the reactants needed to synthesize it. The reactants are: [Br:1][C:2]1[S:3][CH:4]=[C:5]([C@@H:7]2[CH2:9][C@H:8]2[NH:10][CH2:11][CH:12]2[CH2:14][CH2:13]2)[N:6]=1.C(N(CC)CC)C.[C:22](O[C:22]([O:24][C:25]([CH3:28])([CH3:27])[CH3:26])=[O:23])([O:24][C:25]([CH3:28])([CH3:27])[CH3:26])=[O:23]. (3) Given the product [S:40]([OH:44])([OH:43])(=[O:42])=[O:41].[CH:1]1([CH2:4][CH2:5][N:6]([CH:31]2[CH2:32][CH2:33][O:34][CH2:35][CH2:36]2)[C:7]2[C:8]([O:29][CH3:30])=[N:9][N:10]3[C:14]([C:15]4[C:20]([O:21][CH3:22])=[CH:19][C:18]([CH2:23][O:24][CH2:25][CH3:26])=[CH:17][C:16]=4[O:27][CH3:28])=[CH:13][S:12][C:11]=23)[CH2:3][CH2:2]1, predict the reactants needed to synthesize it. The reactants are: [CH:1]1([CH2:4][CH2:5][N:6]([CH:31]2[CH2:36][CH2:35][O:34][CH2:33][CH2:32]2)[C:7]2[C:8]([O:29][CH3:30])=[N:9][N:10]3[C:14]([C:15]4[C:20]([O:21][CH3:22])=[CH:19][C:18]([CH2:23][O:24][CH2:25][CH3:26])=[CH:17][C:16]=4[O:27][CH3:28])=[CH:13][S:12][C:11]=23)[CH2:3][CH2:2]1.C(O)C.[S:40](=[O:44])(=[O:43])([OH:42])[OH:41]. (4) The reactants are: COC([C:5]1([C:18]2[C:27]3[C:22](=[CH:23][CH:24]=[CH:25][CH:26]=3)[N:21]=[CH:20][N:19]=2)[CH2:10][CH2:9][N:8](C(OC(C)(C)C)=O)[CH2:7][CH2:6]1)=O.[OH-].[K+].Cl.[OH-].[Na+]. Given the product [NH:8]1[CH2:7][CH2:6][CH:5]([C:18]2[C:27]3[C:22](=[CH:23][CH:24]=[CH:25][CH:26]=3)[N:21]=[CH:20][N:19]=2)[CH2:10][CH2:9]1, predict the reactants needed to synthesize it. (5) Given the product [ClH:1].[ClH:1].[NH2:26][C:27]1[CH:28]=[C:29]([CH:32]=[C:33]([NH:35][C:2]2[N:11]=[C:10]([N:12]3[CH2:16][CH2:15][C@H:14]([NH:17][CH3:25])[CH2:13]3)[C:9]3[CH2:8][CH2:7][CH2:6][CH2:5][C:4]=3[N:3]=2)[CH:34]=1)[C:30]#[N:31], predict the reactants needed to synthesize it. The reactants are: [Cl:1][C:2]1[N:11]=[C:10]([N:12]2[CH2:16][CH2:15][C@H:14]([N:17]([CH3:25])C(=O)OC(C)(C)C)[CH2:13]2)[C:9]2[CH2:8][CH2:7][CH2:6][CH2:5][C:4]=2[N:3]=1.[NH2:26][C:27]1[CH:28]=[C:29]([CH:32]=[C:33]([NH2:35])[CH:34]=1)[C:30]#[N:31].C(=O)([O-])[O-].[Cs+].[Cs+]. (6) The reactants are: C(OC(N1[C@H](CN2C(C(OCC)=O)=CC(COC3C=CC=CC=3)=N2)COC1(C)C)=O)(C)(C)C.OC[C@@H]1CN2N=C(COC3C=CC=CC=3)C=C2C(=O)N1.[O:54]([CH2:61][C:62]1[CH:77]=[C:65]2[C:66](=[O:76])[NH:67][C@H:68]([CH2:70][O:71][Si:72]([CH3:75])([CH3:74])[CH3:73])[CH2:69][N:64]2[N:63]=1)[C:55]1[CH:60]=[CH:59][CH:58]=[CH:57][CH:56]=1. Given the product [O:54]([CH2:61][C:62]1[CH:77]=[C:65]2[C:66](=[O:76])[NH:67][C@@H:68]([CH2:70][O:71][Si:72]([CH3:73])([CH3:75])[CH3:74])[CH2:69][N:64]2[N:63]=1)[C:55]1[CH:56]=[CH:57][CH:58]=[CH:59][CH:60]=1, predict the reactants needed to synthesize it. (7) Given the product [Cl:19][C:15]1[CH:14]=[C:13]([C:11]2[N:12]=[C:7]([NH:27][C:28]3[CH:29]=[CH:30][C:31]([CH2:34][C:35]([NH2:37])=[O:36])=[CH:32][CH:33]=3)[C:8]3[S:22](=[O:24])(=[O:23])[CH2:21][CH2:20][C:9]=3[N:10]=2)[CH:18]=[CH:17][CH:16]=1, predict the reactants needed to synthesize it. The reactants are: FC(F)(F)S(O[C:7]1[C:8]2[S:22](=[O:24])(=[O:23])[CH2:21][CH2:20][C:9]=2[N:10]=[C:11]([C:13]2[CH:18]=[CH:17][CH:16]=[C:15]([Cl:19])[CH:14]=2)[N:12]=1)(=O)=O.[NH2:27][C:28]1[CH:33]=[CH:32][C:31]([CH2:34][C:35]([NH2:37])=[O:36])=[CH:30][CH:29]=1. (8) The reactants are: I[CH:2]([CH3:4])[CH3:3].C(=O)([O-])[O-].[K+].[K+].[I:11][C:12]1[CH:17]=[C:16]([O:18][CH3:19])[N:15]=[CH:14][C:13]=1[OH:20]. Given the product [I:11][C:12]1[C:13]([O:20][CH:2]([CH3:4])[CH3:3])=[CH:14][N:15]=[C:16]([O:18][CH3:19])[CH:17]=1, predict the reactants needed to synthesize it.